From a dataset of Reaction yield outcomes from USPTO patents with 853,638 reactions. Predict the reaction yield, written as a fraction of the theoretical maximum amount of product (1.0 means a 100% yield; for example, 0.34 means a 34% yield). The reactants are Br[C:2]1[CH:7]=[CH:6][C:5]([O:8][CH2:9][C:10]2[CH:15]=[CH:14][CH:13]=[CH:12][CH:11]=2)=[CH:4][C:3]=1[CH:16]([CH3:18])[CH3:17].C([Li])CCC.[B:24](OCC)([O:28]CC)[O:25]CC. The catalyst is C1COCC1. The product is [CH2:9]([O:8][C:5]1[CH:6]=[CH:7][C:2]([B:24]([OH:28])[OH:25])=[C:3]([CH:16]([CH3:18])[CH3:17])[CH:4]=1)[C:10]1[CH:15]=[CH:14][CH:13]=[CH:12][CH:11]=1. The yield is 0.430.